From a dataset of Forward reaction prediction with 1.9M reactions from USPTO patents (1976-2016). Predict the product of the given reaction. (1) Given the reactants Br[C:2]1[CH:7]=[CH:6][CH:5]=[CH:4][C:3]=1[C:8]1[C:17]2[C:12](=[CH:13][CH:14]=[CH:15][CH:16]=2)[CH:11]=[CH:10][CH:9]=1.[CH2:18]([Li])[CH2:19][CH2:20][CH3:21].[CH:23]1[C:36]2[C:35](=[O:37])[C:34]3[C:29](=[CH:30][CH:31]=[CH:32][CH:33]=3)[C:28](=[O:38])[C:27]=2[CH:26]=[CH:25][CH:24]=1.[Cl-].[NH4+], predict the reaction product. The product is: [C:21]1([C:8]2[CH:17]=[CH:12][CH:11]=[CH:10][C:9]=2[C:35]2([OH:37])[C:34]3[CH:33]=[CH:32][CH:31]=[CH:30][C:29]=3[C:28]([C:2]3[CH:7]=[CH:6][CH:5]=[CH:4][C:3]=3[C:8]3[C:17]4[C:12](=[CH:13][CH:14]=[CH:15][CH:16]=4)[CH:11]=[CH:10][CH:9]=3)([OH:38])[C:27]3[C:36]2=[CH:23][CH:24]=[CH:25][CH:26]=3)[C:7]2[C:2](=[CH:3][CH:4]=[CH:5][CH:6]=2)[CH:18]=[CH:19][CH:20]=1. (2) Given the reactants C[O:2][C:3](=[O:28])[CH:4]([N:11]1[C:16](=[O:17])[CH:15]=[C:14]([O:18][C:19]2[CH:24]=[CH:23][CH:22]=[CH:21][C:20]=2[C:25](=[O:27])[CH3:26])[CH:13]=[N:12]1)[CH2:5][CH:6]1[CH2:10][CH2:9][CH2:8][CH2:7]1, predict the reaction product. The product is: [C:25]([C:20]1[CH:21]=[CH:22][CH:23]=[CH:24][C:19]=1[O:18][C:14]1[CH:13]=[N:12][N:11]([CH:4]([CH2:5][CH:6]2[CH2:7][CH2:8][CH2:9][CH2:10]2)[C:3]([OH:28])=[O:2])[C:16](=[O:17])[CH:15]=1)(=[O:27])[CH3:26]. (3) Given the reactants [CH:1]([N:4]1[CH2:9][C@@H:8]2[CH2:10][C@H:5]1[CH2:6][N:7]2[C:11]1[CH:16]=[CH:15][C:14]([NH2:17])=[CH:13][CH:12]=1)([CH3:3])[CH3:2].Cl.Cl.[CH:20]12CCC(NC1)CN2, predict the reaction product. The product is: [CH:1]([N:4]1[CH2:9][CH:8]2[CH2:20][CH2:10][CH:5]1[CH2:6][N:7]2[C:11]1[CH:12]=[CH:13][C:14]([NH2:17])=[CH:15][CH:16]=1)([CH3:2])[CH3:3]. (4) Given the reactants [N+:1]([C:4]1[S:8][C:7]([C:9]([OH:11])=O)=[CH:6][CH:5]=1)([O-:3])=[O:2].O=S(Cl)Cl.[NH2:16][C:17]1[CH:22]=[CH:21][N:20]=[CH:19][C:18]=1[OH:23].C([O-])([O-])=O.[Na+].[Na+], predict the reaction product. The product is: [OH:23][C:18]1[CH:19]=[N:20][CH:21]=[CH:22][C:17]=1[NH:16][C:9]([C:7]1[S:8][C:4]([N+:1]([O-:3])=[O:2])=[CH:5][CH:6]=1)=[O:11]. (5) Given the reactants C([C:3]1[C:4]([Br:14])=[C:5]([CH:10]=[CH:11][C:12]=1[F:13])[O:6]C([O-])=O)C.FC1C=C(F)C([N+:23]([O-:25])=[O:24])=CC=1O, predict the reaction product. The product is: [Br:14][C:4]1[C:3]([N+:23]([O-:25])=[O:24])=[C:12]([F:13])[CH:11]=[CH:10][C:5]=1[OH:6]. (6) Given the reactants [Cl:1][C:2]1[CH:7]=[CH:6][C:5]([CH2:8][CH2:9][NH:10][CH2:11][CH2:12][CH2:13][CH2:14][CH2:15][CH2:16][CH3:17])=[CH:4][CH:3]=1.[CH3:18][O:19][C:20]([C:22]1[CH:39]=[CH:38][CH:37]=[CH:36][C:23]=1[CH2:24][O:25][C:26]1[CH:31]=[CH:30][C:29]([CH2:32][C:33]([OH:35])=O)=[CH:28][CH:27]=1)=[O:21].F[B-](F)(F)F.N1(OC(N(C)C)=[N+](C)C)C2C=CC=CC=2N=N1.C(N(C(C)C)C(C)C)C, predict the reaction product. The product is: [Cl:1][C:2]1[CH:3]=[CH:4][C:5]([CH2:8][CH2:9][N:10]([CH2:11][CH2:12][CH2:13][CH2:14][CH2:15][CH2:16][CH3:17])[C:33](=[O:35])[CH2:32][C:29]2[CH:28]=[CH:27][C:26]([O:25][CH2:24][C:23]3[CH:36]=[CH:37][CH:38]=[CH:39][C:22]=3[C:20]([O:19][CH3:18])=[O:21])=[CH:31][CH:30]=2)=[CH:6][CH:7]=1. (7) Given the reactants Br[C:2]1[CH:19]=[CH:18][C:5]([NH:6][C@@H:7]([CH2:14][CH:15]([CH3:17])[CH3:16])[C:8]([NH:10][CH2:11][C:12]#[N:13])=[O:9])=[CH:4][CH:3]=1.[C:20]([O:24][C:25]([N:27]1[CH2:32][CH2:31][N:30]([C:33]2[CH:38]=[CH:37][C:36](B(O)O)=[CH:35][CH:34]=2)[CH2:29][CH2:28]1)=[O:26])([CH3:23])([CH3:22])[CH3:21].C(=O)([O-])[O-].[Na+].[Na+].O, predict the reaction product. The product is: [C:12]([CH2:11][NH:10][C:8]([C@@H:7]([NH:6][C:5]1[CH:18]=[CH:19][C:2]([C:36]2[CH:35]=[CH:34][C:33]([N:30]3[CH2:29][CH2:28][N:27]([C:25]([O:24][C:20]([CH3:23])([CH3:22])[CH3:21])=[O:26])[CH2:32][CH2:31]3)=[CH:38][CH:37]=2)=[CH:3][CH:4]=1)[CH2:14][CH:15]([CH3:17])[CH3:16])=[O:9])#[N:13]. (8) Given the reactants [NH:1]([C:25]([O:27][C:28]([CH3:31])([CH3:30])[CH3:29])=[O:26])[C@H:2]([C:22]([OH:24])=[O:23])[CH2:3][NH:4]C(OCC1C2C(=CC=CC=2)C2C1=CC=CC=2)=O.[CH2:32]([N-:48][CH2:49][CH2:50][CH2:51][CH2:52][CH2:53][CH2:54][CH2:55][CH2:56]/[CH:57]=[CH:58]\[CH2:59][CH2:60][CH2:61][CH2:62][CH2:63][CH2:64][CH2:65][CH3:66])[CH2:33][CH2:34][CH2:35][CH2:36][CH2:37][CH2:38][CH2:39][CH2:40][CH2:41][CH2:42][CH2:43][CH2:44][CH2:45][CH2:46][CH3:47].C(NCC)C, predict the reaction product. The product is: [NH:1]([C:25]([O:27][C:28]([CH3:31])([CH3:30])[CH3:29])=[O:26])[C@H:2]([C:22]([OH:24])=[O:23])[CH2:3][NH2:4].[CH2:32]([N-:48][CH2:49][CH2:50][CH2:51][CH2:52][CH2:53][CH2:54][CH2:55][CH2:56]/[CH:57]=[CH:58]\[CH2:59][CH2:60][CH2:61][CH2:62][CH2:63][CH2:64][CH2:65][CH3:66])[CH2:33][CH2:34][CH2:35][CH2:36][CH2:37][CH2:38][CH2:39][CH2:40][CH2:41][CH2:42][CH2:43][CH2:44][CH2:45][CH2:46][CH3:47]. (9) The product is: [CH2:6]([C:13]1([C:16]2[CH:17]=[CH:18][C:19]([CH2:20][CH:21]([NH:44][S:45]([C:48]3[CH:53]=[CH:52][CH:51]=[CH:50][N:49]=3)(=[O:46])=[O:47])[C:22]3[N:27]=[C:26]([NH:28][CH2:36][C:37]([OH:39])=[O:38])[CH:25]=[CH:24][CH:23]=3)=[CH:54][CH:55]=2)[CH2:14][CH2:15]1)[C:7]1[CH:12]=[CH:11][CH:10]=[CH:9][CH:8]=1. Given the reactants O1CCCC1.[CH2:6]([C:13]1([C:16]2[CH:55]=[CH:54][C:19]([CH2:20][CH:21]([NH:44][S:45]([C:48]3[CH:53]=[CH:52][CH:51]=[CH:50][N:49]=3)(=[O:47])=[O:46])[C:22]3[N:27]=[C:26]([N:28]([CH2:36][C:37]([O:39]C(C)(C)C)=[O:38])C(OC(C)(C)C)=O)[CH:25]=[CH:24][CH:23]=3)=[CH:18][CH:17]=2)[CH2:15][CH2:14]1)[C:7]1[CH:12]=[CH:11][CH:10]=[CH:9][CH:8]=1.Cl, predict the reaction product. (10) Given the reactants [CH2:1]([O:8][NH:9][C@H:10]1[CH2:15][N:14]([C:16]([O:18][C:19]([CH3:22])([CH3:21])[CH3:20])=[O:17])[C@H:13]([C:23]([OH:25])=[O:24])[CH2:12][CH2:11]1)[C:2]1[CH:7]=[CH:6][CH:5]=[CH:4][CH:3]=1.[N+:26]([C:29]1[CH:34]=[CH:33][C:32](O)=[CH:31][CH:30]=1)([O-:28])=[O:27].Cl.C(N=C=NCCCN(C)C)C, predict the reaction product. The product is: [CH2:1]([O:8][NH:9][C@H:10]1[CH2:15][N:14]([C:16]([O:18][C:19]([CH3:21])([CH3:22])[CH3:20])=[O:17])[C@H:13]([C:23]([O:25][C:32]2[CH:33]=[CH:34][C:29]([N+:26]([O-:28])=[O:27])=[CH:30][CH:31]=2)=[O:24])[CH2:12][CH2:11]1)[C:2]1[CH:3]=[CH:4][CH:5]=[CH:6][CH:7]=1.